Dataset: Full USPTO retrosynthesis dataset with 1.9M reactions from patents (1976-2016). Task: Predict the reactants needed to synthesize the given product. Given the product [Cl:1][C:2]1[CH:3]=[C:4]([O:8][CH:9]([CH2:27][CH3:28])[C:10]([NH:12][C:13]([CH3:25])([CH3:26])[C:14]#[C:15][CH2:16][OH:21])=[O:11])[CH:5]=[N:6][CH:7]=1, predict the reactants needed to synthesize it. The reactants are: [Cl:1][C:2]1[CH:3]=[C:4]([O:8][CH:9]([CH2:27][CH3:28])[C:10]([NH:12][C:13]([CH3:26])([CH3:25])[C:14]#[C:15][CH:16]([O:21][SiH](C)C)C(C)(C)C)=[O:11])[CH:5]=[N:6][CH:7]=1.[F-].C([N+](CCCC)(CCCC)CCCC)CCC.CCCCCC.C(OCC)(=O)C.